Dataset: Forward reaction prediction with 1.9M reactions from USPTO patents (1976-2016). Task: Predict the product of the given reaction. Given the reactants [CH3:1][CH:2]([CH3:26])[CH2:3][N:4]1[C:16]2[C:15]3[CH:14]=[C:13]([CH:17]=[CH:18][C:19]4[CH:24]=[CH:23][N:22]=[CH:21][CH:20]=4)[CH:12]=[CH:11][C:10]=3[N:9]=[C:8]([NH2:25])[C:7]=2[N:6]=[CH:5]1, predict the reaction product. The product is: [CH3:1][CH:2]([CH3:26])[CH2:3][N:4]1[C:16]2[C:15]3[CH:14]=[C:13]([CH2:17][CH2:18][C:19]4[CH:20]=[CH:21][N:22]=[CH:23][CH:24]=4)[CH:12]=[CH:11][C:10]=3[N:9]=[C:8]([NH2:25])[C:7]=2[N:6]=[CH:5]1.